Dataset: Full USPTO retrosynthesis dataset with 1.9M reactions from patents (1976-2016). Task: Predict the reactants needed to synthesize the given product. (1) The reactants are: [C:1]([O:5][C:6]([N:8]1[CH2:12][CH2:11][CH:10]([C:13]2[CH:18]=[CH:17][CH:16]=[CH:15][CH:14]=2)[C@H:9]1[C:19](O)=[O:20])=[O:7])([CH3:4])([CH3:3])[CH3:2].[C:22]1([CH:28]([C:35]2[CH:40]=[CH:39][CH:38]=[CH:37][CH:36]=2)[N:29]2[CH2:34][CH2:33][NH:32][CH2:31][CH2:30]2)[CH:27]=[CH:26][CH:25]=[CH:24][CH:23]=1.C([N:44](CC)C(C)C)(C)C.C1CN([P+](ON2N=NC3C=CC=CC2=3)(N2CCCC2)N2CCCC2)CC1.F[P-](F)(F)(F)(F)F. Given the product [CH:28]([N:29]1[CH2:30][CH2:31][N:32]([NH:44][C:19]([C@@H:9]2[CH:10]([C:13]3[CH:18]=[CH:17][CH:16]=[CH:15][CH:14]=3)[CH2:11][CH2:12][N:8]2[C:6]([O:5][C:1]([CH3:2])([CH3:4])[CH3:3])=[O:7])=[O:20])[CH2:33][CH2:34]1)([C:22]1[CH:23]=[CH:24][CH:25]=[CH:26][CH:27]=1)[C:35]1[CH:40]=[CH:39][CH:38]=[CH:37][CH:36]=1, predict the reactants needed to synthesize it. (2) Given the product [C:17]([C:21]1[CH:22]=[CH:23][C:24]([CH:25]=[CH:26][C:27]([NH:16][C:15]2[C:6]([Cl:5])=[N:7][C:8]3[C:13]([CH:14]=2)=[CH:12][CH:11]=[CH:10][CH:9]=3)=[O:28])=[CH:31][CH:32]=1)([CH3:20])([CH3:18])[CH3:19], predict the reactants needed to synthesize it. The reactants are: C[Al](C)C.[Cl:5][C:6]1[C:15]([NH2:16])=[CH:14][C:13]2[C:8](=[CH:9][CH:10]=[CH:11][CH:12]=2)[N:7]=1.[C:17]([C:21]1[CH:32]=[CH:31][C:24]([CH:25]=[CH:26][C:27](OC)=[O:28])=[CH:23][CH:22]=1)([CH3:20])([CH3:19])[CH3:18].CO.